Predict the reaction yield, written as a fraction of the theoretical maximum amount of product (1.0 means a 100% yield; for example, 0.34 means a 34% yield). From a dataset of Reaction yield outcomes from USPTO patents with 853,638 reactions. (1) The reactants are [Cl:1][C:2]1[C:3]2[CH:10]=[C:9]([C:11]([O-:13])=O)[N:8]([CH3:14])[C:4]=2[N:5]=[CH:6][N:7]=1.[Li+].C(Cl)(=O)C(Cl)=O.[CH3:22][N:23](C=O)[CH3:24].N(C)C. The catalyst is C(Cl)Cl.C1COCC1. The product is [Cl:1][C:2]1[C:3]2[CH:10]=[C:9]([C:11]([N:23]([CH3:24])[CH3:22])=[O:13])[N:8]([CH3:14])[C:4]=2[N:5]=[CH:6][N:7]=1. The yield is 0.580. (2) The reactants are [O:1]1[CH2:6][CH2:5][CH:4]=[C:3]([C:7]([O:9][CH2:10][C:11]2[CH:16]=[CH:15][CH:14]=[CH:13][CH:12]=2)=[O:8])[CH2:2]1.C([O:21]C(NC1(C(O)=O)CC1)=O)(C)(C)C. The catalyst is ClCCCl.C(Cl)Cl. The product is [C:3]12([C:7]([O:9][CH2:10][C:11]3[CH:16]=[CH:15][CH:14]=[CH:13][CH:12]=3)=[O:8])[O:21][CH:4]1[CH2:5][CH2:6][O:1][CH2:2]2. The yield is 0.580. (3) The reactants are [NH2:1][CH2:2][C:3]1[NH:4][C:5](=[O:13])[C:6]2[CH2:12][O:11][CH2:10][CH2:9][C:7]=2[N:8]=1.[F:14][C:15]1[CH:32]=[CH:31][C:18]([C:19]([CH:21]2[CH2:26][CH2:25][N:24]([CH2:27][C:28](O)=[O:29])[CH2:23][CH2:22]2)=[O:20])=[CH:17][CH:16]=1.Cl.CN(C)CCCN=C=NCC.ON1C2C=CC=CC=2N=N1.C(N(CC)CC)C. The catalyst is ClCCl. The product is [F:14][C:15]1[CH:16]=[CH:17][C:18]([C:19]([CH:21]2[CH2:22][CH2:23][N:24]([CH2:27][C:28]([NH:1][CH2:2][C:3]3[NH:4][C:5](=[O:13])[C:6]4[CH2:12][O:11][CH2:10][CH2:9][C:7]=4[N:8]=3)=[O:29])[CH2:25][CH2:26]2)=[O:20])=[CH:31][CH:32]=1. The yield is 0.540. (4) The reactants are [CH3:1][O:2][C:3]1[C:12]([NH:13][C:14](=[O:22])OC2C=CC=CC=2)=[N:11][C:10]2[C:5](=[CH:6][CH:7]=[CH:8][CH:9]=2)[N:4]=1.[CH3:23][O:24][C:25]1[CH:26]=[C:27]([N:33]2[CH2:38][CH2:37][NH:36][CH2:35][CH2:34]2)[CH:28]=[C:29]([O:31][CH3:32])[CH:30]=1. No catalyst specified. The product is [CH3:1][O:2][C:3]1[C:12]([NH:13][C:14]([N:36]2[CH2:35][CH2:34][N:33]([C:27]3[CH:26]=[C:25]([O:24][CH3:23])[CH:30]=[C:29]([O:31][CH3:32])[CH:28]=3)[CH2:38][CH2:37]2)=[O:22])=[N:11][C:10]2[C:5](=[CH:6][CH:7]=[CH:8][CH:9]=2)[N:4]=1. The yield is 0.812. (5) The reactants are [Cl:1][C:2]1[CH:20]=[CH:19][C:5]([CH2:6]OC2C3NC(C)=C(C)C=3C=NC=2)=[CH:4][CH:3]=1.Cl.[Cl:22][C:23]1[CH:41]=[CH:40][C:26]([CH2:27][O:28][C:29]2[C:30]3[NH:37][C:36]([CH3:38])=[C:35]([CH3:39])[C:31]=3[CH:32]=[N:33][CH:34]=2)=[CH:25][CH:24]=1.C(=O)(O)[O-].[Na+].C(Br)C1C=CC=CC=1. No catalyst specified. The product is [ClH:1].[CH2:6]([N:37]1[C:30]2[C:29]([O:28][CH2:27][C:26]3[CH:40]=[CH:41][C:23]([Cl:22])=[CH:24][CH:25]=3)=[CH:34][N:33]=[CH:32][C:31]=2[C:35]([CH3:39])=[C:36]1[CH3:38])[C:5]1[CH:19]=[CH:20][CH:2]=[CH:3][CH:4]=1. The yield is 0.388. (6) The reactants are [NH2:1][C:2]1[C:7]2=[C:8]([C:19]3[CH:24]=[CH:23][C:22]([NH:25][C:26](=[O:35])[NH:27][C:28]4[CH:33]=[CH:32][CH:31]=[C:30]([CH3:34])[N:29]=4)=[C:21](F)[CH:20]=3)[C:9]([C:11]([NH:13][CH2:14][C:15]([F:18])([F:17])[F:16])=[O:12])=[CH:10][N:6]2[N:5]=[CH:4][N:3]=1.[C:37]([OH:42])(=[O:41])[C:38]([OH:40])=[O:39]. The catalyst is C1COCC1. The product is [C:37]([OH:42])(=[O:41])[C:38]([OH:40])=[O:39].[NH2:1][C:2]1[C:7]2=[C:8]([C:19]3[CH:20]=[CH:21][C:22]([NH:25][C:26](=[O:35])[NH:27][C:28]4[CH:33]=[CH:32][CH:31]=[C:30]([CH3:34])[N:29]=4)=[CH:23][CH:24]=3)[C:9]([C:11]([NH:13][CH2:14][C:15]([F:18])([F:16])[F:17])=[O:12])=[CH:10][N:6]2[N:5]=[CH:4][N:3]=1. The yield is 0.510. (7) The reactants are [CH3:1][O:2][C:3](=[O:14])[C:4]1[CH:9]=[CH:8][C:7]([CH3:10])=[C:6]([N+:11]([O-])=O)[CH:5]=1.CCOC(C)=O. The catalyst is CO.[Pd]. The product is [CH3:1][O:2][C:3](=[O:14])[C:4]1[CH:9]=[CH:8][C:7]([CH3:10])=[C:6]([NH2:11])[CH:5]=1. The yield is 1.00. (8) The product is [CH3:1][O:2][C:3](=[O:19])[C:4]1[CH:9]=[C:8]([Cl:10])[C:7]([N+:11]([O-:13])=[O:12])=[CH:6][C:5]=1[O:14][CH2:15][CH2:16][CH2:17][N:29]1[CH2:30][CH2:31][C:26]([CH2:25][C:24]2[CH:23]=[CH:22][C:21]([F:20])=[CH:36][CH:35]=2)([OH:34])[C:27]([CH3:33])([CH3:32])[CH2:28]1. The yield is 0.548. The reactants are [CH3:1][O:2][C:3](=[O:19])[C:4]1[CH:9]=[C:8]([Cl:10])[C:7]([N+:11]([O-:13])=[O:12])=[CH:6][C:5]=1[O:14][CH2:15][CH2:16][CH2:17]Br.[F:20][C:21]1[CH:36]=[CH:35][C:24]([CH2:25][C:26]2([OH:34])[CH2:31][CH2:30][NH:29][CH2:28][C:27]2([CH3:33])[CH3:32])=[CH:23][CH:22]=1.C([O-])([O-])=O.[K+].[K+]. The catalyst is CN(C=O)C. (9) The reactants are [OH:1][CH:2]([CH3:37])[CH2:3][N:4]1[C:9](=[O:10])[C:8]([CH2:11][C:12]2[CH:17]=[CH:16][C:15]([C:18]3[CH:23]=[CH:22][CH:21]=[CH:20][C:19]=3[C:24]3[NH:28][C:27](=[O:29])[O:26][N:25]=3)=[CH:14][CH:13]=2)=[C:7]([CH2:30][CH2:31][CH3:32])[N:6]2[N:33]=[C:34]([CH3:36])[N:35]=[C:5]12.CC(OI1(OC(C)=O)(OC(C)=O)OC(=O)C2C=CC=CC1=2)=O.C(=O)([O-])O.[Na+].O.O.O.O.O.S([O-])([O-])(=O)=S.[Na+].[Na+]. The catalyst is C(OCC)(=O)C.C(#N)C. The product is [CH3:36][C:34]1[N:35]=[C:5]2[N:4]([CH2:3][C:2](=[O:1])[CH3:37])[C:9](=[O:10])[C:8]([CH2:11][C:12]3[CH:13]=[CH:14][C:15]([C:18]4[CH:23]=[CH:22][CH:21]=[CH:20][C:19]=4[C:24]4[NH:28][C:27](=[O:29])[O:26][N:25]=4)=[CH:16][CH:17]=3)=[C:7]([CH2:30][CH2:31][CH3:32])[N:6]2[N:33]=1. The yield is 0.620. (10) The reactants are [Cl:1][C:2]1[C:12]([C:13]#[N:14])=[C:6]2[CH2:7][NH:8][CH2:9][CH2:10][O:11][C:5]2=[C:4]([CH:15]([OH:17])[CH3:16])[CH:3]=1.C(Cl)Cl.C(N(CC)C(C)C)(C)C.[C:30]([O:34][C:35](O[C:35]([O:34][C:30]([CH3:33])([CH3:32])[CH3:31])=[O:36])=[O:36])([CH3:33])([CH3:32])[CH3:31]. The catalyst is C(OCC)(=O)C. The product is [Cl:1][C:2]1[CH:3]=[C:4]([CH:15]([OH:17])[CH3:16])[C:5]2[O:11][CH2:10][CH2:9][N:8]([C:35]([O:34][C:30]([CH3:33])([CH3:32])[CH3:31])=[O:36])[CH2:7][C:6]=2[C:12]=1[C:13]#[N:14]. The yield is 0.610.